Dataset: Catalyst prediction with 721,799 reactions and 888 catalyst types from USPTO. Task: Predict which catalyst facilitates the given reaction. (1) Reactant: [CH2:1]1[C:7]2[CH:8]=[CH:9][C:10]([O:12][C:13]3[CH:21]=[CH:20][C:16]([C:17]([NH2:19])=[O:18])=[CH:15][N:14]=3)=[CH:11][C:6]=2[CH2:5][CH2:4][CH2:3][NH:2]1.C([O-])([O-])=O.[K+].[K+].CS(O[CH2:33][CH2:34][O:35][C:36]([CH3:39])([CH3:38])[CH3:37])(=O)=O.C(OCC)(=O)C. Product: [C:36]([O:35][CH2:34][CH2:33][N:2]1[CH2:3][CH2:4][CH2:5][C:6]2[CH:11]=[C:10]([O:12][C:13]3[CH:21]=[CH:20][C:16]([C:17]([NH2:19])=[O:18])=[CH:15][N:14]=3)[CH:9]=[CH:8][C:7]=2[CH2:1]1)([CH3:39])([CH3:38])[CH3:37]. The catalyst class is: 3. (2) Reactant: C[O:2][C:3](=[O:29])[CH2:4][CH2:5][CH2:6][N:7]1[C:16]2[CH:15]=[CH:14][C:13]([Br:17])=[CH:12][C:11]=2[C:10]2[N:18](C3CCCCO3)[N:19]=[C:20]([CH3:21])[C:9]=2[C:8]1=[O:28].FC(F)(F)C(O)=O. Product: [Br:17][C:13]1[CH:14]=[CH:15][C:16]2[N:7]([CH2:6][CH2:5][CH2:4][C:3]([OH:29])=[O:2])[C:8](=[O:28])[C:9]3[C:20]([CH3:21])=[N:19][NH:18][C:10]=3[C:11]=2[CH:12]=1. The catalyst class is: 6. (3) Reactant: [Cl:1][C:2]1[C:9]([OH:10])=[CH:8][CH:7]=[CH:6][C:3]=1[CH:4]=O.[Cl-].O[NH3+:13]. Product: [Cl:1][C:2]1[C:9]([OH:10])=[CH:8][CH:7]=[CH:6][C:3]=1[C:4]#[N:13]. The catalyst class is: 342. (4) Reactant: [C:1]([C:3]1([C:14]2[C:23]3[O:22][CH2:21][CH2:20][O:19][C:18]=3[C:17]([O:24][CH3:25])=[CH:16][CH:15]=2)[CH2:8][CH2:7][C:6](=[O:9])[CH:5](C(OC)=O)[CH2:4]1)#[N:2].CS(C)=O.[Cl-].[Na+]. Product: [C:1]([C:3]1([C:14]2[C:23]3[O:22][CH2:21][CH2:20][O:19][C:18]=3[C:17]([O:24][CH3:25])=[CH:16][CH:15]=2)[CH2:8][CH2:7][C:6](=[O:9])[CH2:5][CH2:4]1)#[N:2]. The catalyst class is: 6.